Dataset: Full USPTO retrosynthesis dataset with 1.9M reactions from patents (1976-2016). Task: Predict the reactants needed to synthesize the given product. Given the product [CH2:20]([NH:19][C:18]([C:7]1[CH:6]=[C:5]([CH:10]=[C:9]([C:11](=[O:17])[N:12]([CH3:16])[CH2:13][CH2:14][CH3:15])[CH:8]=1)[C:4]([OH:23])=[O:3])=[O:22])[CH3:21], predict the reactants needed to synthesize it. The reactants are: C([O:3][C:4](=[O:23])[C:5]1[CH:10]=[C:9]([C:11](=[O:17])[N:12]([CH3:16])[CH2:13][CH2:14][CH3:15])[CH:8]=[C:7]([C:18](=[O:22])[NH:19][CH2:20][CH3:21])[CH:6]=1)C.[OH-].[Li+].C1COCC1.